From a dataset of Catalyst prediction with 721,799 reactions and 888 catalyst types from USPTO. Predict which catalyst facilitates the given reaction. (1) Reactant: COCCN(S(F)(F)[F:11])CCOC.O[CH:15]([C:33]1[CH:45]=[CH:44][C:36]([O:37][CH2:38][C:39]([O:41][CH2:42][CH3:43])=[O:40])=[C:35]([CH3:46])[CH:34]=1)[CH2:16][C:17]1[S:21][C:20]([C:22]2[CH:27]=[CH:26][C:25]([C:28]([F:31])([F:30])[F:29])=[CH:24][CH:23]=2)=[N:19][C:18]=1[CH3:32]. Product: [F:11][CH:15]([C:33]1[CH:45]=[CH:44][C:36]([O:37][CH2:38][C:39]([O:41][CH2:42][CH3:43])=[O:40])=[C:35]([CH3:46])[CH:34]=1)[CH2:16][C:17]1[S:21][C:20]([C:22]2[CH:27]=[CH:26][C:25]([C:28]([F:31])([F:30])[F:29])=[CH:24][CH:23]=2)=[N:19][C:18]=1[CH3:32]. The catalyst class is: 4. (2) Reactant: C(O)(=O)C.[CH2:5]([C:7]1[CH:13]=[CH:12][C:11]([N+:14]([O-:16])=[O:15])=[CH:10][C:8]=1[NH2:9])[CH3:6].[N:17](OC(C)(C)C)=O. Product: [N+:14]([C:11]1[CH:10]=[C:8]2[C:7]([C:5]([CH3:6])=[N:17][NH:9]2)=[CH:13][CH:12]=1)([O-:16])=[O:15]. The catalyst class is: 13. (3) Reactant: [F:1][C:2]1[CH:7]=[CH:6][C:5]([C:8]2[O:9][C:10]3[CH:20]=[CH:19][C:18]([C:21]4[CH:22]=[C:23]([CH:27]=[CH:28][C:29]=4[CH3:30])[C:24]([OH:26])=O)=[CH:17][C:11]=3[C:12]=2[C:13](=[O:16])[NH:14][CH3:15])=[CH:4][CH:3]=1.[CH3:31][C:32]1[CH:33]=[N:34][C:35]([C:38]2([NH2:41])[CH2:40][CH2:39]2)=[N:36][CH:37]=1.C(N(CC)CC)C. Product: [F:1][C:2]1[CH:3]=[CH:4][C:5]([C:8]2[O:9][C:10]3[CH:20]=[CH:19][C:18]([C:21]4[CH:22]=[C:23]([C:24](=[O:26])[NH:41][C:38]5([C:35]6[N:34]=[CH:33][C:32]([CH3:31])=[CH:37][N:36]=6)[CH2:39][CH2:40]5)[CH:27]=[CH:28][C:29]=4[CH3:30])=[CH:17][C:11]=3[C:12]=2[C:13]([NH:14][CH3:15])=[O:16])=[CH:6][CH:7]=1. The catalyst class is: 3. (4) Reactant: [N+:1]([C:4]1[CH:9]=[CH:8][CH:7]=[CH:6][C:5]=1[S:10](Cl)(=[O:12])=[O:11])([O-:3])=[O:2].[C:14]([O:18][C:19](=[O:28])[C:20]1[CH:25]=[CH:24][C:23]([CH2:26][NH2:27])=[CH:22][CH:21]=1)([CH3:17])([CH3:16])[CH3:15].C(N(CC)CC)C. Product: [C:14]([O:18][C:19](=[O:28])[C:20]1[CH:21]=[CH:22][C:23]([CH2:26][NH:27][S:10]([C:5]2[CH:6]=[CH:7][CH:8]=[CH:9][C:4]=2[N+:1]([O-:3])=[O:2])(=[O:12])=[O:11])=[CH:24][CH:25]=1)([CH3:17])([CH3:15])[CH3:16]. The catalyst class is: 4. (5) Reactant: [NH:1]1[CH2:5][CH2:4][CH2:3][CH2:2]1.C(N(CC)CC)C.Br[CH2:14][C:15]1[CH:20]=[CH:19][C:18]([N+:21]([O-:23])=[O:22])=[C:17]([O:24][CH3:25])[CH:16]=1. Product: [CH3:25][O:24][C:17]1[CH:16]=[C:15]([CH:20]=[CH:19][C:18]=1[N+:21]([O-:23])=[O:22])[CH2:14][N:1]1[CH2:5][CH2:4][CH2:3][CH2:2]1. The catalyst class is: 1. (6) Reactant: [Cl:1][C:2]1[CH:9]=[CH:8][C:5]([CH:6]=[O:7])=[CH:4][CH:3]=1.[Cl:10][C:11]([Cl:16])([Cl:15])C(O)=O.[Na+].ClC(Cl)(Cl)C([O-])=O.O. Product: [Cl:10][C:11]([Cl:16])([Cl:15])[CH:6]([C:5]1[CH:8]=[CH:9][C:2]([Cl:1])=[CH:3][CH:4]=1)[OH:7]. The catalyst class is: 9. (7) Reactant: C[O:2][C:3](=[O:19])[C:4]1[CH:14]=[C:13]([O:15][CH2:16][CH:17]=[CH2:18])[CH:12]=[C:6]([C:7]([N:9]([CH3:11])[CH3:10])=[O:8])[CH:5]=1.[OH-].[K+]. Product: [CH2:16]([O:15][C:13]1[CH:12]=[C:6]([C:7]([N:9]([CH3:11])[CH3:10])=[O:8])[CH:5]=[C:4]([CH:14]=1)[C:3]([OH:19])=[O:2])[CH:17]=[CH2:18]. The catalyst class is: 36. (8) Reactant: [CH2:1]([N:3]([S:9]([C:12]1[CH:17]=[CH:16][C:15]([F:18])=[C:14]([F:19])[CH:13]=1)(=[O:11])=[O:10])[C:4](=[CH2:8])[C:5]([OH:7])=O)[CH3:2].CCOC(OC(OCC)=O)=O.[F:31][C:32]([F:48])([F:47])[C:33]1[CH:38]=[CH:37][C:36]([C:39]2[CH:44]=[C:43]([CH2:45][NH2:46])[CH:42]=[CH:41][N:40]=2)=[CH:35][CH:34]=1. Product: [CH2:1]([N:3]([S:9]([C:12]1[CH:17]=[CH:16][C:15]([F:18])=[C:14]([F:19])[CH:13]=1)(=[O:11])=[O:10])[C:4](=[CH2:8])[C:5]([NH:46][CH2:45][C:43]1[CH:42]=[CH:41][N:40]=[C:39]([C:36]2[CH:37]=[CH:38][C:33]([C:32]([F:48])([F:31])[F:47])=[CH:34][CH:35]=2)[CH:44]=1)=[O:7])[CH3:2]. The catalyst class is: 1. (9) Reactant: N.[CH:2]([O:5][N:6]=[C:7]([N:13]1[CH:17]=[N:16][CH:15]=[N:14]1)[C:8](OCC)=O)([CH3:4])[CH3:3].[N:18]1C=CC=CC=1.FC(F)(F)C(OC(=O)C(F)(F)F)=O. Product: [C:8]([C:7]([N:13]1[CH:17]=[N:16][CH:15]=[N:14]1)=[N:6][O:5][CH:2]([CH3:3])[CH3:4])#[N:18]. The catalyst class is: 5.